From a dataset of Forward reaction prediction with 1.9M reactions from USPTO patents (1976-2016). Predict the product of the given reaction. (1) Given the reactants C(O[C:6](=O)[N:7]([C@H:9]1[CH2:14][CH2:13][C@H:12]([O:15][C:16]2[CH:21]=[C:20]([F:22])[CH:19]=[CH:18][C:17]=2[NH:23][C:24]2[C:25]3[C:32]([CH3:33])=[C:31]([C:34](=[O:36])[NH2:35])[S:30][C:26]=3[N:27]=[CH:28][N:29]=2)[CH2:11][CH2:10]1)C)(C)(C)C, predict the reaction product. The product is: [F:22][C:20]1[CH:19]=[CH:18][C:17]([NH:23][C:24]2[C:25]3[C:32]([CH3:33])=[C:31]([C:34]([NH2:35])=[O:36])[S:30][C:26]=3[N:27]=[CH:28][N:29]=2)=[C:16]([O:15][C@H:12]2[CH2:13][CH2:14][C@H:9]([NH:7][CH3:6])[CH2:10][CH2:11]2)[CH:21]=1. (2) Given the reactants [OH:1][C:2]1[N:6]([CH3:7])[N:5]=[CH:4][CH:3]=1.[CH3:8][C:9]1[C:17]([S:18]([CH3:20])=[O:19])=[C:16]([S:21]([CH3:24])(=[O:23])=[O:22])[CH:15]=[CH:14][C:10]=1[C:11](O)=[O:12].Cl.CN(C)CCCN=C=NCC.Cl.C(N(CC)CC)C.[C-]#N.[K+], predict the reaction product. The product is: [OH:1][C:2]1[N:6]([CH3:7])[N:5]=[CH:4][C:3]=1[C:11](=[O:12])[C:10]1[CH:14]=[CH:15][C:16]([S:21]([CH3:24])(=[O:22])=[O:23])=[C:17]([S:18]([CH3:20])=[O:19])[C:9]=1[CH3:8]. (3) Given the reactants [CH2:1]([O:3][CH2:4][C:5]1[N:6]([N:18]=[CH:19][C:20]2[O:21][CH:22]=[CH:23][CH:24]=2)[C:7]2[C:16]3[CH:15]=[CH:14][CH:13]=[CH:12][C:11]=3[N:10]=[CH:9][C:8]=2[N:17]=1)[CH3:2].[BH4-].[Na+], predict the reaction product. The product is: [CH2:1]([O:3][CH2:4][C:5]1[N:6]([NH:18][CH2:19][C:20]2[O:21][CH:22]=[CH:23][CH:24]=2)[C:7]2[C:16]3[CH:15]=[CH:14][CH:13]=[CH:12][C:11]=3[N:10]=[CH:9][C:8]=2[N:17]=1)[CH3:2]. (4) Given the reactants [C:1]([C:4]1[S:8][C:7]([N:9]2[CH2:13][CH2:12][N:11]([CH2:14][CH:15]3[CH2:17][CH2:16]3)[C:10]2=[O:18])=[N:6][C:5]=1[CH3:19])(=O)[CH3:2].CO[C:22](OC)([N:24](C)C)[CH3:23].O.[NH2:30]N, predict the reaction product. The product is: [CH:15]1([CH2:14][N:11]2[CH2:12][CH2:13][N:9]([C:7]3[S:8][C:4]([C:1]4[CH:2]=[C:22]([CH3:23])[NH:24][N:30]=4)=[C:5]([CH3:19])[N:6]=3)[C:10]2=[O:18])[CH2:17][CH2:16]1. (5) Given the reactants [CH3:1][C:2]1[CH:3]=[C:4]([N:9]([C:13]2[NH:14][C:15](=[O:23])[NH:16][C:17](=[O:22])[C:18]=2[CH:19]([CH3:21])[CH3:20])[C:10](=[O:12])[CH3:11])[CH:5]=[C:6]([CH3:8])[CH:7]=1.ClC1N=C(Cl)[C:28]([CH:32](C)[CH3:33])=[C:27](Cl)N=1.C([O-])([O-])=O.[K+].[K+].[I-].[Li+].CS(C/C=C/C)(=O)=O, predict the reaction product. The product is: [CH2:27]([N:14]1[C:13]([N:9]([C:4]2[CH:3]=[C:2]([CH3:1])[CH:7]=[C:6]([CH3:8])[CH:5]=2)[C:10](=[O:12])[CH3:11])=[C:18]([CH:19]([CH3:21])[CH3:20])[C:17](=[O:22])[NH:16][C:15]1=[O:23])[CH:28]=[CH:32][CH3:33]. (6) Given the reactants Cl[C:2]1[CH:10]=[CH:9][C:5]([C:6]([OH:8])=[O:7])=[CH:4][N:3]=1.[H-].[Na+].[CH3:13][CH:14]([CH3:18])[CH2:15][CH2:16][OH:17], predict the reaction product. The product is: [CH3:13][CH:14]([CH3:18])[CH2:15][CH2:16][O:17][C:2]1[CH:10]=[CH:9][C:5]([C:6]([OH:8])=[O:7])=[CH:4][N:3]=1.